Dataset: Full USPTO retrosynthesis dataset with 1.9M reactions from patents (1976-2016). Task: Predict the reactants needed to synthesize the given product. (1) Given the product [ClH:1].[NH2:6][CH2:5][CH2:4][C:3]1[CH:14]=[CH:15][C:16]([C:18]2[C:19]3[C:20]4[CH:34]=[CH:33][S:32][C:21]=4[C:22](=[O:31])[NH:23][C:24]=3[C:25]([Cl:30])=[CH:26][C:27]=2[OH:28])=[CH:17][C:2]=1[Cl:1], predict the reactants needed to synthesize it. The reactants are: [Cl:1][C:2]1[CH:17]=[C:16]([C:18]2[C:19]3[C:20]4[CH:34]=[CH:33][S:32][C:21]=4[C:22](=[O:31])[NH:23][C:24]=3[C:25]([Cl:30])=[CH:26][C:27]=2[O:28]C)[CH:15]=[CH:14][C:3]=1[CH2:4][CH2:5][NH:6]C(=O)OC(C)(C)C.BrB(Br)Br. (2) The reactants are: [C:1]([C:3]1[CH:8]=[CH:7][CH:6]=[CH:5][N:4]=1)#[CH:2].[CH3:9][CH:10]1[CH2:15][CH2:14][C:13](=O)[CH2:12][CH2:11]1. Given the product [CH3:9][CH:10]1[CH2:15][CH2:14][C:13]([C:2]#[C:1][C:3]2[CH:8]=[CH:7][CH:6]=[CH:5][N:4]=2)=[CH:12][CH2:11]1, predict the reactants needed to synthesize it. (3) Given the product [NH2:1][C:2]1[C:3]2[N:4]([C:8]([C@@H:26]3[CH2:31][CH2:30][CH2:29][CH2:28][N:27]3[C:32](=[O:36])[C:33]#[C:34][CH3:35])=[N:9][C:10]=2[C:11]2[CH:12]=[CH:13][C:14]([C:15]([NH:17][C:18]3[CH:23]=[CH:22][N:21]=[CH:20][N:19]=3)=[O:16])=[CH:24][CH:25]=2)[CH:5]=[CH:6][N:7]=1, predict the reactants needed to synthesize it. The reactants are: [NH2:1][C:2]1[C:3]2[N:4]([C:8]([C@@H:26]3[CH2:31][CH2:30][CH2:29][CH2:28][NH:27]3)=[N:9][C:10]=2[C:11]2[CH:25]=[CH:24][C:14]([C:15]([NH:17][C:18]3[CH:23]=[CH:22][N:21]=[CH:20][N:19]=3)=[O:16])=[CH:13][CH:12]=2)[CH:5]=[CH:6][N:7]=1.[C:32](O)(=[O:36])[C:33]#[C:34][CH3:35].